This data is from Catalyst prediction with 721,799 reactions and 888 catalyst types from USPTO. The task is: Predict which catalyst facilitates the given reaction. (1) Reactant: [CH3:1][C:2]([S:5]([NH2:7])=[O:6])([CH3:4])[CH3:3].[O:8]1[CH2:11][C:10](=O)[CH2:9]1. Product: [CH3:1][C:2]([S:5]([N:7]=[C:10]1[CH2:11][O:8][CH2:9]1)=[O:6])([CH3:4])[CH3:3]. The catalyst class is: 1. (2) Reactant: [NH:1]1[CH:5]=[CH:4][N:3]=[C:2]1[C:6]([OH:8])=O.[NH2:9][C:10]1[C:11]([CH3:16])=[CH:12][CH:13]=[CH:14][CH:15]=1.C1C=CC2N(O)N=NC=2C=1.O. Product: [C:11]1([CH3:16])[CH:12]=[CH:13][CH:14]=[CH:15][C:10]=1[NH:9][C:6]([C:2]1[NH:1][CH:5]=[CH:4][N:3]=1)=[O:8]. The catalyst class is: 3. (3) Reactant: CO.[C:3]([NH:11][C:12]1[CH:20]=[C:19]([C:21](=O)[C:22]2[CH:27]=[CH:26][CH:25]=[CH:24][CH:23]=2)[CH:18]=[CH:17][C:13]=1[C:14]([OH:16])=[O:15])(=[O:10])[C:4]1[CH:9]=[CH:8][CH:7]=[CH:6][CH:5]=1. Product: [C:3]([NH:11][C:12]1[CH:20]=[C:19]([CH2:21][C:22]2[CH:27]=[CH:26][CH:25]=[CH:24][CH:23]=2)[CH:18]=[CH:17][C:13]=1[C:14]([OH:16])=[O:15])(=[O:10])[C:4]1[CH:5]=[CH:6][CH:7]=[CH:8][CH:9]=1. The catalyst class is: 849. (4) Reactant: [CH:1]1[CH:2]=[C:3]([CH2:6][NH:7][C:8]2[C:13]([C:14]3[N:18]=[N:17][NH:16][N:15]=3)=[CH:12][C:11]([S:19]([NH2:22])(=[O:21])=[O:20])=[C:10]([Cl:23])[CH:9]=2)[S:4][CH:5]=1.Cl[CH2:25][O:26][CH2:27][C:28]1[CH:33]=[CH:32][CH:31]=[CH:30][CH:29]=1.C(N(CC)CC)C.[I-].[Na+]. Product: [CH2:27]([O:26][CH2:25][N:15]1[C:14]([C:13]2[C:8]([NH:7][CH2:6][C:3]3[S:4][CH:5]=[CH:1][CH:2]=3)=[CH:9][C:10]([Cl:23])=[C:11]([S:19]([NH2:22])(=[O:21])=[O:20])[CH:12]=2)=[N:18][N:17]=[N:16]1)[C:28]1[CH:33]=[CH:32][CH:31]=[CH:30][CH:29]=1. The catalyst class is: 3. (5) Reactant: [CH3:1][C:2](=[CH:4][CH2:5][CH2:6]/[C:7](=[CH:9]/[CH2:10][OH:11])/[CH3:8])[CH3:3].C(N(CC)CC)C.[C:19](Cl)(=[O:22])[CH:20]=[CH2:21].C1C2NC3C(=CC=CC=3)SC=2C=CC=1. Product: [C:19]([O:11][CH2:10]/[CH:9]=[C:7](\[CH3:8])/[CH2:6][CH2:5][CH:4]=[C:2]([CH3:1])[CH3:3])(=[O:22])[CH:20]=[CH2:21]. The catalyst class is: 2. (6) Reactant: [Cl:1][C:2]1[C:7]([N+:8]([O-:10])=[O:9])=[C:6]([NH2:11])[CH:5]=[C:4]([Cl:12])[N:3]=1.[C:13](O[C:13]([O:15][C:16]([CH3:19])([CH3:18])[CH3:17])=[O:14])([O:15][C:16]([CH3:19])([CH3:18])[CH3:17])=[O:14]. The catalyst class is: 630. Product: [Cl:1][C:2]1[C:7]([N+:8]([O-:10])=[O:9])=[C:6]([NH:11][C:13](=[O:14])[O:15][C:16]([CH3:19])([CH3:18])[CH3:17])[CH:5]=[C:4]([Cl:12])[N:3]=1.